From a dataset of Forward reaction prediction with 1.9M reactions from USPTO patents (1976-2016). Predict the product of the given reaction. Given the reactants [CH3:1][C@:2]1([C:7]([OH:9])=[O:8])[CH2:6][CH2:5][CH2:4][NH:3]1.[CH2:10]=O.[H][H], predict the reaction product. The product is: [CH3:10][N:3]1[CH2:4][CH2:5][CH2:6][C@:2]1([CH3:1])[C:7]([OH:9])=[O:8].